This data is from Full USPTO retrosynthesis dataset with 1.9M reactions from patents (1976-2016). The task is: Predict the reactants needed to synthesize the given product. (1) Given the product [NH2:32][C:4]1[S:3][C:2]([C:45]2[CH:46]=[C:41]([F:40])[CH:42]=[CH:43][C:44]=2[F:47])=[N:6][C:5]=1[C:7]([NH:9][C:10]1[CH:11]=[N:12][N:13]([CH3:31])[C:14]=1[N:15]1[CH2:21][C:20]([F:23])([F:22])[CH2:19][NH:18][CH2:17][CH2:16]1)=[O:8], predict the reactants needed to synthesize it. The reactants are: Br[C:2]1[S:3][C:4]([NH:32]C(OC(C)(C)C)=O)=[C:5]([C:7]([NH:9][C:10]2[CH:11]=[N:12][N:13]([CH3:31])[C:14]=2[N:15]2[CH2:21][C:20]([F:23])([F:22])[CH2:19][N:18](C(OC(C)(C)C)=O)[CH2:17][CH2:16]2)=[O:8])[N:6]=1.[F:40][C:41]1[CH:46]=[CH:45][C:44]([F:47])=[CH:43][C:42]=1B(O)O. (2) Given the product [CH2:8]([O:7][C:5](=[O:6])[CH2:4][CH2:3][CH2:2][N:10]1[CH2:14][CH2:13][CH2:12][CH2:11]1)[CH3:9], predict the reactants needed to synthesize it. The reactants are: Br[CH2:2][CH2:3][CH2:4][C:5]([O:7][CH2:8][CH3:9])=[O:6].[NH:10]1[CH2:14][CH2:13][CH2:12][CH2:11]1.O. (3) The reactants are: [CH3:1][C:2]([CH3:16])([CH3:15])[C@H:3]([OH:14])[CH2:4][N:5]1[CH:9]=[CH:8][C:7]([C:10]([F:13])([F:12])[F:11])=[N:6]1.Cl[C:18]([O:20][C:21]1[CH:26]=[CH:25][C:24]([N+:27]([O-:29])=[O:28])=[CH:23][CH:22]=1)=[O:19].N1C=CC=CC=1.C(=O)(O)[O-].[Na+]. Given the product [C:18](=[O:19])([O:14][C@H:3]([CH2:4][N:5]1[CH:9]=[CH:8][C:7]([C:10]([F:13])([F:12])[F:11])=[N:6]1)[C:2]([CH3:16])([CH3:15])[CH3:1])[O:20][C:21]1[CH:22]=[CH:23][C:24]([N+:27]([O-:29])=[O:28])=[CH:25][CH:26]=1, predict the reactants needed to synthesize it. (4) Given the product [Cl:20][C:17]1[CH:18]=[CH:19][C:14]([C:13]([C:11]2[CH:12]=[C:7]3[C:8](=[CH:9][CH:10]=2)[N:22]=[C:23]([CH3:24])[N:29]=[C:5]3[C:4]2[CH:26]=[CH:27][CH:28]=[C:2]([Cl:1])[CH:3]=2)=[O:21])=[CH:15][CH:16]=1, predict the reactants needed to synthesize it. The reactants are: [Cl:1][C:2]1[CH:3]=[C:4]([CH:26]=[CH:27][CH:28]=1)[C:5]([C:7]1[CH:12]=[C:11]([C:13](=[O:21])[C:14]2[CH:19]=[CH:18][C:17]([Cl:20])=[CH:16][CH:15]=2)[CH:10]=[CH:9][C:8]=1[NH:22][C:23](=O)[CH3:24])=O.[NH3:29].CC(O)C. (5) Given the product [Cl:11][C:12]1[N:20]=[C:19]2[C:15]([N:16]=[CH:17][N:18]2[CH2:21][CH:22]([CH3:24])[CH3:23])=[C:9]([NH:8][C:5]2[CH:6]=[CH:7][C:2]([Cl:1])=[CH:3][CH:4]=2)[N:13]=1, predict the reactants needed to synthesize it. The reactants are: [Cl:1][C:2]1[CH:7]=[CH:6][C:5]([NH:8][CH:9]=O)=[CH:4][CH:3]=1.[Cl:11][C:12]1[N:20]=[C:19]2[C:15]([N:16]=[CH:17][N:18]2[CH2:21][CH:22]([CH3:24])[CH3:23])=C(Cl)[N:13]=1. (6) Given the product [CH2:39]([O:46][C:47]1[CH:56]=[CH:55][C:54]2[C:49](=[CH:50][C:51]([CH3:72])=[C:52]([C@H:64]([O:67][C:68]([CH3:69])([CH3:71])[CH3:70])[C:65]([OH:6])=[O:66])[C:53]=2[C:57]2[CH:62]=[CH:61][C:60]([Cl:63])=[CH:59][CH:58]=2)[N:48]=1)[C:40]1[CH:45]=[CH:44][CH:43]=[CH:42][CH:41]=1, predict the reactants needed to synthesize it. The reactants are: C(OC[C@@H](OC(C)(C)C)C1C(C2C=CC(Cl)=CC=2)=C2C(=CC=1C)N=C(N1CCOCC1)C=C2)(=[O:6])C(C)(C)C.[CH2:39]([O:46][C:47]1[CH:56]=[CH:55][C:54]2[C:49](=[CH:50][C:51]([CH3:72])=[C:52]([C@H:64]([O:67][C:68]([CH3:71])([CH3:70])[CH3:69])[CH2:65][OH:66])[C:53]=2[C:57]2[CH:62]=[CH:61][C:60]([Cl:63])=[CH:59][CH:58]=2)[N:48]=1)[C:40]1[CH:45]=[CH:44][CH:43]=[CH:42][CH:41]=1.C(O[C@@H](C1C(C2C=CC(Cl)=CC=2)=C2C(=CC=1C)N=C(N1CCOCC1)C=C2)CO)(C)(C)C. (7) Given the product [Br:8][C:6]1[CH:7]=[C:2]([NH2:1])[C:3]2[N:4]([N:9]=[CH:10][CH:11]=2)[CH:5]=1, predict the reactants needed to synthesize it. The reactants are: [NH2:1][C:2]1[C:3]2[N:4]([N:9]=[CH:10][C:11]=2C(O)=O)[CH:5]=[C:6]([Br:8])[CH:7]=1.[OH-].[Na+].